Dataset: Reaction yield outcomes from USPTO patents with 853,638 reactions. Task: Predict the reaction yield, written as a fraction of the theoretical maximum amount of product (1.0 means a 100% yield; for example, 0.34 means a 34% yield). (1) The reactants are [OH:1][CH2:2][CH:3]1[C:12]2[C:7](=[CH:8][CH:9]=[CH:10][CH:11]=2)[NH:6][CH2:5][CH2:4]1.C(N(CC)CC)C.[Si:20](Cl)([C:33]([CH3:36])([CH3:35])[CH3:34])([C:27]1[CH:32]=[CH:31][CH:30]=[CH:29][CH:28]=1)[C:21]1[CH:26]=[CH:25][CH:24]=[CH:23][CH:22]=1. The catalyst is ClCCl.CN(C)C1C=CN=CC=1. The product is [Si:20]([O:1][CH2:2][CH:3]1[C:12]2[C:7](=[CH:8][CH:9]=[CH:10][CH:11]=2)[NH:6][CH2:5][CH2:4]1)([C:33]([CH3:36])([CH3:35])[CH3:34])([C:27]1[CH:28]=[CH:29][CH:30]=[CH:31][CH:32]=1)[C:21]1[CH:26]=[CH:25][CH:24]=[CH:23][CH:22]=1. The yield is 0.560. (2) The reactants are [Cl:1][C:2]1[CH:3]=[C:4]([NH:9][C:10]([N:12]2[CH2:17][CH2:16][N:15]([C:18]([CH:20]3[CH2:25][CH2:24][CH2:23][N:22](C(OC(C)(C)C)=O)[CH2:21]3)=[O:19])[CH2:14][CH2:13]2)=[O:11])[CH:5]=[CH:6][C:7]=1[Cl:8].Cl. The catalyst is ClCCl.O1CCOCC1.CO. The product is [ClH:1].[Cl:1][C:2]1[CH:3]=[C:4]([NH:9][C:10]([N:12]2[CH2:13][CH2:14][N:15]([C:18]([CH:20]3[CH2:25][CH2:24][CH2:23][NH:22][CH2:21]3)=[O:19])[CH2:16][CH2:17]2)=[O:11])[CH:5]=[CH:6][C:7]=1[Cl:8]. The yield is 1.00.